Predict the product of the given reaction. From a dataset of Forward reaction prediction with 1.9M reactions from USPTO patents (1976-2016). (1) Given the reactants Br[C:2]1[CH:11]=[C:10]2[C:5]([CH:6]=[CH:7][C:8]([C@H:12]([O:14][C:15](=[O:17])[CH3:16])[CH3:13])=[N:9]2)=[CH:4][CH:3]=1.[C:18]([Si:22]([CH3:34])([CH3:33])[O:23][CH:24]([C:26]([CH3:32])([CH:30]=[CH2:31])[C:27]([OH:29])=[O:28])[CH3:25])([CH3:21])([CH3:20])[CH3:19].C1(C)C=CC=CC=1P(C1C=CC=CC=1C)C1C=CC=CC=1C.C1(CNCC2CCCCC2)CCCCC1, predict the reaction product. The product is: [C:15]([O:14][C@@H:12]([C:8]1[CH:7]=[CH:6][C:5]2[C:10](=[CH:11][C:2](/[CH:31]=[CH:30]/[C:26]([CH:24]([O:23][Si:22]([C:18]([CH3:19])([CH3:21])[CH3:20])([CH3:33])[CH3:34])[CH3:25])([CH3:32])[C:27]([OH:29])=[O:28])=[CH:3][CH:4]=2)[N:9]=1)[CH3:13])(=[O:17])[CH3:16]. (2) Given the reactants Cl[C:2]1[N:7]=[CH:6][N:5]=[C:4]([N:8]2[C:16]3[C:11](=[CH:12][CH:13]=[C:14]([C:17]4[CH:22]=[CH:21][CH:20]=[C:19]([N+:23]([O-:25])=[O:24])[CH:18]=4)[CH:15]=3)[CH:10]=[CH:9]2)[CH:3]=1.C(=O)([O-])[O-].[K+].[K+].Cl.[CH3:33][NH2:34].O, predict the reaction product. The product is: [CH3:33][NH:34][C:2]1[CH:3]=[C:4]([N:8]2[C:16]3[C:11](=[CH:12][CH:13]=[C:14]([C:17]4[CH:22]=[CH:21][CH:20]=[C:19]([N+:23]([O-:25])=[O:24])[CH:18]=4)[CH:15]=3)[CH:10]=[CH:9]2)[N:5]=[CH:6][N:7]=1. (3) The product is: [Br:1][C:2]1[CH:3]=[C:4]([C:7]([O:9][CH3:10])=[O:8])[N:5]([CH2:15][CH2:14][Br:13])[CH:6]=1. Given the reactants [Br:1][C:2]1[CH:3]=[C:4]([C:7]([O:9][CH3:10])=[O:8])[NH:5][CH:6]=1.[H-].[Na+].[Br:13][CH2:14][CH2:15]Br, predict the reaction product. (4) Given the reactants [CH3:1][CH:2]1[CH2:7][CH2:6][CH2:5][N:4]([C:8]([C:10]2[CH:18]=[CH:17][C:16]3[NH:15][CH:14]4[CH2:19][CH2:20][N:21]([C:23]([O:25][C:26]([CH3:29])([CH3:28])[CH3:27])=[O:24])[CH2:22][CH:13]4[C:12]=3[CH:11]=2)=[O:9])[CH2:3]1.[H-].[Na+].[CH2:32](Br)[CH:33]=[CH2:34], predict the reaction product. The product is: [CH2:34]([N:15]1[C:16]2[CH:17]=[CH:18][C:10]([C:8]([N:4]3[CH2:5][CH2:6][CH2:7][CH:2]([CH3:1])[CH2:3]3)=[O:9])=[CH:11][C:12]=2[C:13]2[CH2:22][N:21]([C:23]([O:25][C:26]([CH3:28])([CH3:27])[CH3:29])=[O:24])[CH2:20][CH2:19][C:14]1=2)[CH:33]=[CH2:32]. (5) Given the reactants C(=O)([O-])[O-].[K+].[K+].[C:7]([O:11][C:12]([CH:14]1[CH2:17][N:16](C(=O)C(F)(F)F)[CH2:15]1)=[O:13])([CH3:10])([CH3:9])[CH3:8], predict the reaction product. The product is: [NH:16]1[CH2:15][CH:14]([C:12]([O:11][C:7]([CH3:10])([CH3:9])[CH3:8])=[O:13])[CH2:17]1. (6) Given the reactants Br[C:2]1[CH:24]=[C:23]([F:25])[CH:22]=[CH:21][C:3]=1[O:4][CH2:5][C:6]([N:8]([CH:18]([CH3:20])[CH3:19])[NH:9][C:10](=[O:17])[C:11]1[CH:16]=[CH:15][CH:14]=[CH:13][CH:12]=1)=[O:7].C([O-])([O-])=O.[Na+].[Na+].[C:32]1([CH3:41])[CH:37]=[CH:36][CH:35]=[CH:34][C:33]=1B(O)O, predict the reaction product. The product is: [F:25][C:23]1[CH:22]=[CH:21][C:3]([O:4][CH2:5][C:6]([N:8]([CH:18]([CH3:20])[CH3:19])[NH:9][C:10](=[O:17])[C:11]2[CH:16]=[CH:15][CH:14]=[CH:13][CH:12]=2)=[O:7])=[C:2]([C:33]2[CH:34]=[CH:35][CH:36]=[CH:37][C:32]=2[CH3:41])[CH:24]=1.